From a dataset of Catalyst prediction with 721,799 reactions and 888 catalyst types from USPTO. Predict which catalyst facilitates the given reaction. Reactant: [CH3:1][O:2][C:3]1[C@:10]2([CH2:13][CH:14]=[C:15]([CH3:17])[CH3:16])[C:11](=[O:12])[C@@H:6]([C@:7]([CH3:28])([CH2:22][CH2:23][CH:24]=[C:25]([CH3:27])[CH3:26])[C@@H:8]([O:18][CH2:19][O:20][CH3:21])[CH2:9]2)[C:5](=[O:29])[C:4]=1[Si](C)(C)C.[Li]N1C(C)(C)CCCC1(C)C.[C:45](Cl)(=[O:49])[CH:46]([CH3:48])[CH3:47].CCCC[N+](CCCC)(CCCC)CCCC.[F-]. Product: [C:45]([C@:6]12[C:11](=[O:12])[C@:10]([CH2:13][CH:14]=[C:15]([CH3:17])[CH3:16])([CH2:9][C@H:8]([O:18][CH2:19][O:20][CH3:21])[C@@:7]1([CH3:28])[CH2:22][CH2:23][CH:24]=[C:25]([CH3:27])[CH3:26])[C:3]([O:2][CH3:1])=[CH:4][C:5]2=[O:29])(=[O:49])[CH:46]([CH3:48])[CH3:47]. The catalyst class is: 1.